From a dataset of Catalyst prediction with 721,799 reactions and 888 catalyst types from USPTO. Predict which catalyst facilitates the given reaction. (1) Reactant: [NH2:1][C:2]1[N:3]=[C:4]2[CH:9]=[CH:8][C:7]([O:10][C:11]3[CH:12]=[C:13]([NH:17][C:18]([C:20]4[C:25]([CH3:26])=[CH:24][CH:23]=[CH:22][N:21]=4)=[O:19])[CH:14]=[CH:15][CH:16]=3)=[CH:6][N:5]2[CH:27]=1.C(=O)([O-])O.[Na+].[CH:33]1([S:36](Cl)(=[O:38])=[O:37])[CH2:35][CH2:34]1. Product: [CH:33]1([S:36]([NH:1][C:2]2[N:3]=[C:4]3[CH:9]=[CH:8][C:7]([O:10][C:11]4[CH:12]=[C:13]([NH:17][C:18]([C:20]5[C:25]([CH3:26])=[CH:24][CH:23]=[CH:22][N:21]=5)=[O:19])[CH:14]=[CH:15][CH:16]=4)=[CH:6][N:5]3[CH:27]=2)(=[O:38])=[O:37])[CH2:35][CH2:34]1. The catalyst class is: 7. (2) Reactant: [CH3:1][O:2][CH2:3][CH2:4][O:5][C:6]1[CH:7]=[C:8]2[C:12](=[C:13]([N:15]([CH3:24])[S:16]([C:19]3[S:20][CH:21]=[CH:22][CH:23]=3)(=[O:18])=[O:17])[CH:14]=1)[NH:11][C:10]([C:25]([NH2:27])=O)=[CH:9]2.COC1C=CC(P2(SP(C3C=CC(OC)=CC=3)(=S)S2)=[S:37])=CC=1.[C:50]([O:55][CH2:56][CH3:57])(=[O:54])[C:51]#[C:52][CH3:53].C(P(CCCC)CCCC)CCC. Product: [CH2:56]([O:55][C:50](=[O:54])[CH2:51][CH:52]1[S:37][C:25]([C:10]2[NH:11][C:12]3[C:8]([CH:9]=2)=[CH:7][C:6]([O:5][CH2:4][CH2:3][O:2][CH3:1])=[CH:14][C:13]=3[N:15]([CH3:24])[S:16]([C:19]2[S:20][CH:21]=[CH:22][CH:23]=2)(=[O:18])=[O:17])=[N:27][CH2:53]1)[CH3:57]. The catalyst class is: 207. (3) Product: [Cl:1][C:2]1[CH:3]=[CH:4][C:5]([C:8]([OH:9])([CH3:10])[C:11]([OH:13])=[O:12])=[CH:6][CH:7]=1. The catalyst class is: 8. Reactant: [Cl:1][C:2]1[CH:7]=[CH:6][C:5]([C:8]2([C:11]([O:13]C)=[O:12])[CH2:10][O:9]2)=[CH:4][CH:3]=1.C(N)(C)C.CC(OC(OC(OC(C)(C)C)=O)=O)(C)C. (4) Reactant: [CH3:1][C:2]1[S:6][C:5]([C:7]([O:9][CH3:10])=[O:8])=[CH:4][C:3]=1[C:11]1[N:15]([CH3:16])[N:14]=[CH:13][C:12]=1/[CH:17]=[CH:18]\[CH3:19]. Product: [CH3:1][C:2]1[S:6][C:5]([C:7]([O:9][CH3:10])=[O:8])=[CH:4][C:3]=1[C:11]1[N:15]([CH3:16])[N:14]=[CH:13][C:12]=1[CH2:17][CH2:18][CH3:19]. The catalyst class is: 105.